From a dataset of Catalyst prediction with 721,799 reactions and 888 catalyst types from USPTO. Predict which catalyst facilitates the given reaction. (1) Product: [NH2:18][C:17]1[N:12]2[N:11]=[C:10]([C:26]3[CH:27]=[CH:28][CH:29]=[CH:30][CH:31]=3)[C:9]([C:6]3[N:5]=[N:4][C:3]([O:2][CH3:1])=[CH:8][CH:7]=3)=[C:13]2[CH:14]=[CH:15][CH:16]=1. The catalyst class is: 12. Reactant: [CH3:1][O:2][C:3]1[N:4]=[N:5][C:6]([C:9]2[C:10]([C:26]3[CH:31]=[CH:30][CH:29]=[CH:28][CH:27]=3)=[N:11][N:12]3[C:17]([NH:18]C(=O)OC(C)(C)C)=[CH:16][CH:15]=[CH:14][C:13]=23)=[CH:7][CH:8]=1.Cl. (2) Product: [CH3:10][O:9][C:7](=[O:8])[C:6]1[CH:11]=[C:2]([O:1][C:24]2[CH:29]=[CH:28][C:27]([N+:30]([O-:32])=[O:31])=[C:26](/[CH:33]=[CH:34]\[CH3:35])[CH:25]=2)[CH:3]=[CH:4][C:5]=1[NH:12][S:13]([C:16]1[CH:21]=[CH:20][C:19]([CH3:22])=[CH:18][CH:17]=1)(=[O:15])=[O:14]. Reactant: [OH:1][C:2]1[CH:3]=[CH:4][C:5]([NH:12][S:13]([C:16]2[CH:21]=[CH:20][C:19]([CH3:22])=[CH:18][CH:17]=2)(=[O:15])=[O:14])=[C:6]([CH:11]=1)[C:7]([O:9][CH3:10])=[O:8].F[C:24]1[CH:29]=[CH:28][C:27]([N+:30]([O-:32])=[O:31])=[C:26](/[CH:33]=[CH:34]\[CH3:35])[CH:25]=1.C(=O)([O-])[O-].[K+].[K+]. The catalyst class is: 31. (3) Reactant: [N+:1]([C:4]1[CH:9]=[CH:8][CH:7]=[CH:6][C:5]=1[NH:10][C@H:11]([C:17]([O:19]C)=O)[CH2:12][C:13]([O:15][CH3:16])=[O:14])([O-])=O.[H][H]. Product: [CH3:16][O:15][C:13](=[O:14])[CH2:12][CH:11]1[C:17](=[O:19])[NH:1][C:4]2[C:5](=[CH:6][CH:7]=[CH:8][CH:9]=2)[NH:10]1. The catalyst class is: 43.